From a dataset of Cav3 T-type calcium channel HTS with 100,875 compounds. Binary Classification. Given a drug SMILES string, predict its activity (active/inactive) in a high-throughput screening assay against a specified biological target. (1) The drug is O=C1N(CC(C1)C(=O)NCc1ccccc1)c1ccc(OCC(=O)N2CCCC2)cc1. The result is 0 (inactive). (2) The drug is Clc1cc(Oc2ncccc2C(=O)N)ccc1. The result is 0 (inactive). (3) The molecule is S(=O)(=O)(N1CCOCC1)c1ccc(cc1)C(OCC(=O)NC1CCCC1)=O. The result is 0 (inactive). (4) The drug is O=C1CC(CC(=O)/C1=C\NC1CCCCC1)(C)C. The result is 0 (inactive). (5) The drug is O1CCN(Cc2c3c(oc(=O)c2)cc(c(c3)C)C)CC1. The result is 0 (inactive). (6) The drug is S(CCC)c1nc([nH]n1)NC(=O)C. The result is 0 (inactive).